From a dataset of Forward reaction prediction with 1.9M reactions from USPTO patents (1976-2016). Predict the product of the given reaction. (1) Given the reactants CC(C)([O-])C.[Na+].[Br:7][C:8]1[CH:13]=[CH:12][C:11]([CH:14]([C:29]2[C:34](=O)[CH2:33][CH2:32][CH2:31][C:30]=2[O:36]CC)[NH:15][C:16]([NH:18][C:19]2[CH:24]=[CH:23][CH:22]=[C:21]([C:25]([F:28])([F:27])[F:26])[CH:20]=2)=[O:17])=[C:10]([O:39][CH3:40])[CH:9]=1.O, predict the reaction product. The product is: [Br:7][C:8]1[CH:13]=[CH:12][C:11]([CH:14]2[C:29]3[C:30](=[O:36])[CH2:31][CH2:32][CH2:33][C:34]=3[N:18]([C:19]3[CH:24]=[CH:23][CH:22]=[C:21]([C:25]([F:28])([F:26])[F:27])[CH:20]=3)[C:16](=[O:17])[NH:15]2)=[C:10]([O:39][CH3:40])[CH:9]=1. (2) The product is: [F:25][C:22]1[CH:23]=[CH:24][C:19]([C:17]2[N:32]=[N:31][C:4]3[CH2:3][C:2]([CH3:9])([CH3:1])[CH2:6][C:5]=3[CH:16]=2)=[C:20]([C:26]([F:29])([F:28])[F:27])[CH:21]=1. Given the reactants [CH3:1][C:2]1([CH3:9])[CH2:6][C:5](=O)[C:4](=O)[CH2:3]1.COP([CH2:16][C:17]([C:19]1[CH:24]=[CH:23][C:22]([F:25])=[CH:21][C:20]=1[C:26]([F:29])([F:28])[F:27])=O)(=O)OC.O.[NH2:31][NH2:32], predict the reaction product. (3) Given the reactants [CH3:1][C:2]1[CH:3]=[C:4]([C:9]2[O:13][N:12]=[CH:11][C:10]=2[C:14]([OH:16])=O)[CH:5]=[CH:6][C:7]=1[CH3:8].CN(C(ON1N=NC2C=CC=CC1=2)=[N+](C)C)C.[B-](F)(F)(F)F.Cl.[NH:40]1[CH2:45][CH2:44][CH2:43][C@@H:42]([C:46]([OH:49])([CH3:48])[CH3:47])[CH2:41]1.C(N(CC)CC)C, predict the reaction product. The product is: [CH3:1][C:2]1[CH:3]=[C:4]([C:9]2[O:13][N:12]=[CH:11][C:10]=2[C:14]([N:40]2[CH2:45][CH2:44][CH2:43][C@@H:42]([C:46]([OH:49])([CH3:48])[CH3:47])[CH2:41]2)=[O:16])[CH:5]=[CH:6][C:7]=1[CH3:8]. (4) Given the reactants [CH:1]([O:4][C:5]1[C:12]([CH3:13])=[CH:11][C:8]([CH:9]=O)=[CH:7][C:6]=1[CH3:14])([CH3:3])[CH3:2].Cl.[NH2:16][OH:17].C([O-])([O-])=O.[Na+].[Na+], predict the reaction product. The product is: [CH:1]([O:4][C:5]1[C:12]([CH3:13])=[CH:11][C:8]([CH:9]=[N:16][OH:17])=[CH:7][C:6]=1[CH3:14])([CH3:3])[CH3:2]. (5) Given the reactants [F:1][C:2]1[CH:15]=[CH:14][C:13]([CH3:16])=[CH:12][C:3]=1[NH:4][C:5]1[CH:10]=[CH:9][N:8]=[C:7](Cl)[N:6]=1.[OH:17][C:18]1[CH:24]=[CH:23][C:21]([NH2:22])=[CH:20][CH:19]=1.Cl.C(OCC)C, predict the reaction product. The product is: [F:1][C:2]1[CH:15]=[CH:14][C:13]([CH3:16])=[CH:12][C:3]=1[NH:4][C:5]1[CH:10]=[CH:9][N:8]=[C:7]([NH:22][C:21]2[CH:23]=[CH:24][C:18]([OH:17])=[CH:19][CH:20]=2)[N:6]=1. (6) The product is: [F:1][C:2]1[CH:7]=[CH:6][CH:5]=[CH:4][C:3]=1[CH:8]([C:13]1[C:21]2[C:16](=[CH:17][C:18]([CH3:29])=[C:19]([O:22][C:23]3[CH:24]=[N:25][CH:26]=[N:27][CH:28]=3)[CH:20]=2)[NH:15][CH:14]=1)[CH2:9][NH2:10]. Given the reactants [F:1][C:2]1[CH:7]=[CH:6][CH:5]=[CH:4][C:3]=1[CH:8]([C:13]1[C:21]2[C:16](=[CH:17][C:18]([CH3:29])=[C:19]([O:22][C:23]3[CH:24]=[N:25][CH:26]=[N:27][CH:28]=3)[CH:20]=2)[NH:15][CH:14]=1)[CH2:9][N+:10]([O-])=O, predict the reaction product. (7) Given the reactants [O:1]=[C:2]1[NH:11][CH:10]([C:12]2[CH:19]=[CH:18][C:15]([C:16]#[N:17])=[CH:14][CH:13]=2)[C:9]2[C:8](=[O:20])[CH2:7][CH2:6][CH2:5][C:4]=2[N:3]1[C:21]1[CH:26]=[CH:25][CH:24]=[C:23]([C:27]([F:30])([F:29])[F:28])[CH:22]=1.C([N-]C(C)C)(C)C.[Li+].Br[CH:40]([F:46])[C:41]([O:43][CH2:44][CH3:45])=[O:42].O, predict the reaction product. The product is: [C:16]([C:15]1[CH:14]=[CH:13][C:12]([CH:10]2[C:9]3[C:8](=[O:20])[CH2:7][CH2:6][CH2:5][C:4]=3[N:3]([C:21]3[CH:26]=[CH:25][CH:24]=[C:23]([C:27]([F:30])([F:28])[F:29])[CH:22]=3)[C:2](=[O:1])[N:11]2[CH:40]([F:46])[C:41]([O:43][CH2:44][CH3:45])=[O:42])=[CH:19][CH:18]=1)#[N:17]. (8) Given the reactants [CH3:1][O-:2].[Na+].F[C:5]1[CH:6]=[C:7]([CH:11]=[C:12]([C:14]([F:17])([F:16])[F:15])[CH:13]=1)[C:8]([OH:10])=[O:9].Cl, predict the reaction product. The product is: [CH3:1][O:2][C:5]1[CH:6]=[C:7]([CH:11]=[C:12]([C:14]([F:17])([F:16])[F:15])[CH:13]=1)[C:8]([OH:10])=[O:9]. (9) The product is: [S:32]([C:34]1[CH:35]=[CH:36][C:37]([NH:40][C:10]([C:3]2[C:4]3[C:9](=[CH:8][CH:7]=[CH:6][CH:5]=3)[NH:1][N:2]=2)=[O:12])=[CH:38][CH:39]=1)(=[O:33])(=[O:41])[NH2:42]. Given the reactants [NH:1]1[C:9]2[C:4](=[CH:5][CH:6]=[CH:7][CH:8]=2)[C:3]([C:10]([OH:12])=O)=[N:2]1.OC1C2N=NNC=2C=CC=1.C(N=C=NC(C)C)(C)C.[S:32]([NH2:42])(=[O:41])([C:34]1[CH:39]=[CH:38][C:37]([NH2:40])=[CH:36][CH:35]=1)=[O:33], predict the reaction product.